From a dataset of Forward reaction prediction with 1.9M reactions from USPTO patents (1976-2016). Predict the product of the given reaction. (1) Given the reactants [OH:1][C@@H:2]1[CH2:6][C:5](=[O:7])[C@H:4]([CH2:8][C:9](=[O:18])[CH2:10][CH2:11][CH2:12][CH2:13][C:14]([O:16]C)=[O:15])[C@H:3]1/[CH:19]=[CH:20]/[C@@H:21]([OH:29])[CH2:22][C@@H:23]([CH3:28])[CH2:24][CH2:25][CH2:26][CH3:27].O[C@@H](C[C@@H](C)CCCC)/C=C/[C@H]1CCC(=O)[C@@H]1CCSC1SC=C(C(OCC)=O)N=1, predict the reaction product. The product is: [OH:1][C@@H:2]1[CH2:6][C:5](=[O:7])[C@H:4]([CH2:8][C:9](=[O:18])[CH2:10][CH2:11][CH2:12][CH2:13][C:14]([OH:16])=[O:15])[C@H:3]1/[CH:19]=[CH:20]/[C@@H:21]([OH:29])[CH2:22][C@@H:23]([CH3:28])[CH2:24][CH2:25][CH2:26][CH3:27]. (2) Given the reactants Br[C:2]1[N:7]=[C:6]([C:8]([O:10][CH3:11])=[O:9])[CH:5]=[CH:4][C:3]=1[F:12].[CH:13]#[C:14][CH2:15][CH2:16][CH3:17], predict the reaction product. The product is: [F:12][C:3]1[CH:4]=[CH:5][C:6]([C:8]([O:10][CH3:11])=[O:9])=[N:7][C:2]=1[C:13]#[C:14][CH2:15][CH2:16][CH3:17]. (3) The product is: [CH3:35][O:34][C:31]1[N:32]=[CH:33][C:28]([C:12]2[C:13]3=[N:14][CH:15]=[C:16]([CH3:26])[CH:17]=[C:18]3[NH:19][C:11]=2[C:9]2[CH:8]=[CH:7][N:6]=[C:5]([NH:4][C:1](=[O:3])[CH3:2])[CH:10]=2)=[CH:29][CH:30]=1. Given the reactants [C:1]([NH:4][C:5]1[CH:10]=[C:9]([C:11]#[C:12][C:13]2[C:18]([NH:19]C(=O)C(F)(F)F)=[CH:17][C:16]([CH3:26])=[CH:15][N:14]=2)[CH:8]=[CH:7][N:6]=1)(=[O:3])[CH3:2].I[C:28]1[CH:29]=[CH:30][C:31]([O:34][CH3:35])=[N:32][CH:33]=1.C(O)(C(F)(F)F)=O, predict the reaction product. (4) Given the reactants [Cl:1][C:2]1[CH:7]=[C:6]([Cl:8])[CH:5]=[CH:4][C:3]=1[CH2:9][CH2:10][CH2:11][O:12][C:13]1[C:14]2[N:15]([CH:19]=[C:20]([CH3:22])[N:21]=2)[CH:16]=[CH:17][CH:18]=1.[Cl:23]N1C(=O)CCC1=O, predict the reaction product. The product is: [ClH:1].[Cl:23][C:19]1[N:15]2[CH:16]=[CH:17][CH:18]=[C:13]([O:12][CH2:11][CH2:10][CH2:9][C:3]3[CH:4]=[CH:5][C:6]([Cl:8])=[CH:7][C:2]=3[Cl:1])[C:14]2=[N:21][C:20]=1[CH3:22]. (5) Given the reactants [CH2:1]([OH:6])[CH2:2][CH2:3][CH2:4][OH:5].[C:7](O)(=[O:10])[CH:8]=[CH2:9].S(=O)(=O)(O)O.C1(C=CC(O)=CC=1)O.C1(C)C=CC=CC=1, predict the reaction product. The product is: [C:7]([O:5][CH2:4][CH2:3][CH2:2][CH2:1][OH:6])(=[O:10])[CH:8]=[CH2:9]. (6) Given the reactants [H-].[Na+].[CH3:3][N:4]1[C:8]2[CH:9]=[CH:10][S:11][C:7]=2[C:6]([C:12]2[CH:13]=[C:14]([OH:18])[CH:15]=[CH:16][CH:17]=2)=[N:5]1.S(C1C=CC(C)=CC=1)(O[CH2:23][C@@H:24]1[O:26][CH2:25]1)(=O)=O.[Cl-].[NH4+], predict the reaction product. The product is: [CH3:3][N:4]1[C:8]2[CH:9]=[CH:10][S:11][C:7]=2[C:6]([C:12]2[CH:17]=[CH:16][CH:15]=[C:14]([O:18][CH2:23][C@H:24]3[CH2:25][O:26]3)[CH:13]=2)=[N:5]1. (7) Given the reactants [NH2:1][C:2]1[C:3]([NH:13][CH2:14][CH2:15][CH2:16][CH2:17][OH:18])=[C:4]([CH:9]=[CH:10][C:11]=1[Cl:12])[C:5]([O:7][CH3:8])=[O:6].[Cl:19][C:20]1[C:21]([N:27]=[C:28]=[S:29])=[N:22][CH:23]=[C:24]([Cl:26])[CH:25]=1, predict the reaction product. The product is: [Cl:12][C:11]1[CH:10]=[CH:9][C:4]([C:5]([O:7][CH3:8])=[O:6])=[C:3]([NH:13][CH2:14][CH2:15][CH2:16][CH2:17][OH:18])[C:2]=1[NH:1][C:28](=[S:29])[NH:27][C:21]1[C:20]([Cl:19])=[CH:25][C:24]([Cl:26])=[CH:23][N:22]=1. (8) Given the reactants Cl.[O:2]1[CH2:7][CH2:6][NH:5][CH:4]2[CH2:8][CH2:9][CH2:10][CH:3]12.Cl[C:12]([O:14][CH2:15][C:16]1[CH:21]=[CH:20][CH:19]=[CH:18][CH:17]=1)=[O:13].C(N(CC)CC)C, predict the reaction product. The product is: [O:2]1[CH2:7][CH2:6][N:5]([C:12]([O:14][CH2:15][C:16]2[CH:21]=[CH:20][CH:19]=[CH:18][CH:17]=2)=[O:13])[CH:4]2[CH2:8][CH2:9][CH2:10][CH:3]12. (9) Given the reactants [CH:1]1([C:4]2[C:12]3[C:7](=[N:8][CH:9]=[C:10]([NH2:13])[CH:11]=3)[NH:6][N:5]=2)[CH2:3][CH2:2]1.[Cl:14][C:15]1[C:23]([NH:24][S:25]([CH2:28][CH2:29][CH3:30])(=[O:27])=[O:26])=[CH:22][CH:21]=[C:20]([F:31])[C:16]=1[C:17](O)=[O:18].CCN=C=NCCCN(C)C.C1C=CC2N(O)N=NC=2C=1, predict the reaction product. The product is: [Cl:14][C:15]1[C:23]([NH:24][S:25]([CH2:28][CH2:29][CH3:30])(=[O:26])=[O:27])=[CH:22][CH:21]=[C:20]([F:31])[C:16]=1[C:17]([NH:13][C:10]1[CH:11]=[C:12]2[C:4]([CH:1]3[CH2:3][CH2:2]3)=[N:5][NH:6][C:7]2=[N:8][CH:9]=1)=[O:18].